Dataset: Forward reaction prediction with 1.9M reactions from USPTO patents (1976-2016). Task: Predict the product of the given reaction. Given the reactants [Cl:1][C:2]1[CH:7]=[CH:6][C:5]([C:8]2[CH2:9][CH2:10][N:11]([CH3:14])[CH2:12][CH:13]=2)=[CH:4][CH:3]=1.B.[O:16]1CCCC1, predict the reaction product. The product is: [Cl:1][C:2]1[CH:7]=[CH:6][C:5]([CH:8]2[CH2:9][CH2:10][N:11]([CH3:14])[CH2:12][CH:13]2[OH:16])=[CH:4][CH:3]=1.